From a dataset of Full USPTO retrosynthesis dataset with 1.9M reactions from patents (1976-2016). Predict the reactants needed to synthesize the given product. (1) The reactants are: CC1C=CC(S([O-])=O)=CC=1.[Na+].[CH2:12]([O:14][C:15](=[O:48])[C:16]1[CH:21]=[C:20]([C:22]#[N:23])[C:19]([N:24]2[CH2:29][CH2:28][CH:27]([C:30](=[O:45])[N:31](CC=C)[S:32]([CH2:35][C:36]3[CH:41]=[CH:40][CH:39]=[CH:38][CH:37]=3)(=[O:34])=[O:33])[CH2:26][CH2:25]2)=[N:18][C:17]=1[O:46][CH3:47])[CH3:13]. Given the product [CH2:12]([O:14][C:15](=[O:48])[C:16]1[CH:21]=[C:20]([C:22]#[N:23])[C:19]([N:24]2[CH2:29][CH2:28][CH:27]([C:30](=[O:45])[NH:31][S:32]([CH2:35][C:36]3[CH:37]=[CH:38][CH:39]=[CH:40][CH:41]=3)(=[O:34])=[O:33])[CH2:26][CH2:25]2)=[N:18][C:17]=1[O:46][CH3:47])[CH3:13], predict the reactants needed to synthesize it. (2) The reactants are: [CH:1]([NH:4][C:5]1[C:14]2[C:9](=[C:10]([NH2:15])[CH:11]=[CH:12][CH:13]=2)[N:8]=[CH:7][N:6]=1)([CH3:3])[CH3:2].[F:16][CH:17]([F:34])[C:18]1[N:26]=[CH:25][C:24]([CH2:27][NH:28][C:29](=[O:33])[CH:30]([CH3:32])[CH3:31])=[CH:23][C:19]=1[C:20](O)=[O:21].C(Cl)(=O)C(Cl)=O.CCN(C(C)C)C(C)C. Given the product [F:34][CH:17]([F:16])[C:18]1[N:26]=[CH:25][C:24]([CH2:27][NH:28][C:29](=[O:33])[CH:30]([CH3:31])[CH3:32])=[CH:23][C:19]=1[C:20]([NH:15][C:10]1[CH:11]=[CH:12][CH:13]=[C:14]2[C:9]=1[N:8]=[CH:7][N:6]=[C:5]2[NH:4][CH:1]([CH3:3])[CH3:2])=[O:21], predict the reactants needed to synthesize it. (3) Given the product [Cl:1][C:2]1[N:7]=[C:6]([CH2:8][Cl:13])[C:5]([I:10])=[CH:4][CH:3]=1, predict the reactants needed to synthesize it. The reactants are: [Cl:1][C:2]1[N:7]=[C:6]([CH2:8]O)[C:5]([I:10])=[CH:4][CH:3]=1.S(Cl)([Cl:13])=O. (4) Given the product [N:1]1([C:46]([O:49][CH2:48][C:29]2[CH:34]=[CH:33][CH:32]=[CH:31][CH:30]=2)=[O:47])[CH2:44][CH2:43][CH2:42][C@@H:2]1[C:3]([NH:5][C@H:6]([C:10]([N:12]([CH3:41])[C@H:13]([C:17]([N:19]1[CH2:40][CH2:39][CH2:38][C@H:20]1[C:21]([N:23]1[CH2:37][CH2:36][CH2:35][C@H:24]1[C:25]([NH:27][CH2:28][C:29]1[CH:30]=[CH:31][CH:32]=[CH:33][CH:34]=1)=[O:26])=[O:22])=[O:18])[CH:14]([CH3:16])[CH3:15])=[O:11])[CH:7]([CH3:9])[CH3:8])=[O:4], predict the reactants needed to synthesize it. The reactants are: [NH:1]1[CH2:44][CH2:43][CH2:42][C@@H:2]1[C:3]([NH:5][C@H:6]([C:10]([N:12]([CH3:41])[C@H:13]([C:17]([N:19]1[CH2:40][CH2:39][CH2:38][C@H:20]1[C:21]([N:23]1[CH2:37][CH2:36][CH2:35][C@H:24]1[C:25]([NH:27][CH2:28][C:29]1[CH:34]=[CH:33][CH:32]=[CH:31][CH:30]=1)=[O:26])=[O:22])=[O:18])[CH:14]([CH3:16])[CH3:15])=[O:11])[CH:7]([CH3:9])[CH3:8])=[O:4].Cl.[CH2:46]=[O:47].[CH3:48][OH:49]. (5) The reactants are: [NH2:1][C:2]1[N:7]=[C:6]([CH2:8][N:9]2[C:13]([CH3:15])([CH3:14])[C:12](=[O:16])[N:11]([C:17]3[CH:25]=[C:24]4[C:20]([C:21]([CH3:27])([CH3:26])[CH2:22][NH:23]4)=[CH:19][CH:18]=3)[C:10]2=[O:28])[CH:5]=[CH:4][N:3]=1.[N:29]([CH:32]1[CH2:37][CH2:36][N:35](C(=O)C(F)(F)F)[CH2:34][CH2:33]1)=[C:30]=[O:31]. Given the product [NH:35]1[CH2:36][CH2:37][CH:32]([NH:29][C:30]([N:23]2[C:24]3[C:20](=[CH:19][CH:18]=[C:17]([N:11]4[C:12](=[O:16])[C:13]([CH3:15])([CH3:14])[N:9]([CH2:8][C:6]5[CH:5]=[CH:4][N:3]=[C:2]([NH2:1])[N:7]=5)[C:10]4=[O:28])[CH:25]=3)[C:21]([CH3:27])([CH3:26])[CH2:22]2)=[O:31])[CH2:33][CH2:34]1, predict the reactants needed to synthesize it.